The task is: Predict which catalyst facilitates the given reaction.. This data is from Catalyst prediction with 721,799 reactions and 888 catalyst types from USPTO. (1) Reactant: Cl[C:2]1[C:11]2[C:6](=[CH:7][CH:8]=[CH:9][CH:10]=2)[N:5]=[CH:4][CH:3]=1.[I-:12].[Na+].I.C([O-])(O)=O.[Na+]. Product: [I:12][C:2]1[C:11]2[C:6](=[CH:7][CH:8]=[CH:9][CH:10]=2)[N:5]=[CH:4][CH:3]=1. The catalyst class is: 131. (2) Reactant: [C:1]([O:4][C:5]1[C:6]([CH3:21])=[C:7]2[C:12](=[C:13]([N+:16]([O-])=O)[C:14]=1[CH3:15])[O:11][C:10]([CH3:20])([CH3:19])[CH2:9][CH2:8]2)(=[O:3])[CH3:2].[NH4+].[Cl-]. Product: [C:1]([O:4][C:5]1[C:6]([CH3:21])=[C:7]2[C:12](=[C:13]([NH2:16])[C:14]=1[CH3:15])[O:11][C:10]([CH3:20])([CH3:19])[CH2:9][CH2:8]2)(=[O:3])[CH3:2]. The catalyst class is: 406. (3) Reactant: [C:1]([O:5][CH2:6][C@@H:7]1[C:12](=[O:13])[NH:11][CH2:10][CH2:9][N:8]1[C:14](=[O:35])[CH2:15][C@H:16]([NH:27]C(=O)OC(C)(C)C)[CH2:17][C:18]1[CH:23]=[C:22]([F:24])[C:21]([F:25])=[CH:20][C:19]=1[F:26])([CH3:4])([CH3:3])[CH3:2].Cl.C(OCC)C. Product: [NH2:27][C@H:16]([CH2:17][C:18]1[CH:23]=[C:22]([F:24])[C:21]([F:25])=[CH:20][C:19]=1[F:26])[CH2:15][C:14]([N:8]1[CH2:9][CH2:10][NH:11][C:12](=[O:13])[C@H:7]1[CH2:6][O:5][C:1]([CH3:2])([CH3:3])[CH3:4])=[O:35]. The catalyst class is: 5. (4) Reactant: [Cl:1][C:2]1[CH:10]=[CH:9][C:8]([NH:11][C:12](=[O:21])[C:13]2[CH:18]=[CH:17][C:16]([C:19]#[N:20])=[CH:15][CH:14]=2)=[CH:7][C:3]=1[C:4]([OH:6])=O.ClC1N=C(OC)N=C(OC)N=1.CN1CCOCC1.[C:40]([O:44][C:45]([N:47]1[CH2:52][CH2:51][CH:50]([S:53]([C:56]2[CH:61]=[CH:60][C:59]([NH:62][C:63]3[N:68]=[CH:67][C:66]([NH2:69])=[CH:65][N:64]=3)=[CH:58][CH:57]=2)(=[O:55])=[O:54])[CH2:49][CH2:48]1)=[O:46])([CH3:43])([CH3:42])[CH3:41]. Product: [C:40]([O:44][C:45]([N:47]1[CH2:48][CH2:49][CH:50]([S:53]([C:56]2[CH:57]=[CH:58][C:59]([NH:62][C:63]3[N:68]=[CH:67][C:66]([NH:69][C:4](=[O:6])[C:3]4[CH:7]=[C:8]([NH:11][C:12](=[O:21])[C:13]5[CH:18]=[CH:17][C:16]([C:19]#[N:20])=[CH:15][CH:14]=5)[CH:9]=[CH:10][C:2]=4[Cl:1])=[CH:65][N:64]=3)=[CH:60][CH:61]=2)(=[O:54])=[O:55])[CH2:51][CH2:52]1)=[O:46])([CH3:43])([CH3:41])[CH3:42]. The catalyst class is: 2. (5) Reactant: [Cl:1][C:2]1[CH:7]=[CH:6][C:5]([C:8]2[S:9][C:10]3[CH:16]=[CH:15][C:14]([C:17]([OH:19])=O)=[CH:13][C:11]=3[N:12]=2)=[C:4]([OH:20])[CH:3]=1.CN(C(O[N:29]1N=NC2C=[CH:33][CH:34]=[CH:35][C:30]1=2)=[N+](C)C)C.F[P-](F)(F)(F)(F)F.CCN(C(C)C)C(C)C.N1CCCC1. Product: [Cl:1][C:2]1[CH:7]=[CH:6][C:5]([C:8]2[S:9][C:10]3[CH:16]=[CH:15][C:14]([C:17]([N:29]4[CH2:30][CH2:35][CH2:34][CH2:33]4)=[O:19])=[CH:13][C:11]=3[N:12]=2)=[C:4]([OH:20])[CH:3]=1. The catalyst class is: 37. (6) Reactant: [CH3:1][C:2]1[CH:3]=[C:4]([CH2:18][C@@H:19]([O:35][C:36]([N:38]2[CH2:43][CH2:42][CH:41]([N:44]3[CH2:50][CH2:49][C:48]4[CH:51]=[CH:52][CH:53]=[CH:54][C:47]=4[NH:46][C:45]3=[O:55])[CH2:40][CH2:39]2)=[O:37])[C:20]([N:22]2[CH2:27][CH2:26][CH:25]([N:28]3[CH2:33][CH2:32][N:31]([CH3:34])[CH2:30][CH2:29]3)[CH2:24][CH2:23]2)=[O:21])[CH:5]=[C:6]2[C:10]=1[N:9](C(OC(C)(C)C)=O)[N:8]=[CH:7]2.C([O-])([O-])=O.[K+].[K+]. Product: [O:55]=[C:45]1[N:44]([CH:41]2[CH2:42][CH2:43][N:38]([C:36]([O:35][C@H:19]([CH2:18][C:4]3[CH:5]=[C:6]4[C:10](=[C:2]([CH3:1])[CH:3]=3)[NH:9][N:8]=[CH:7]4)[C:20]([N:22]3[CH2:27][CH2:26][CH:25]([N:28]4[CH2:29][CH2:30][N:31]([CH3:34])[CH2:32][CH2:33]4)[CH2:24][CH2:23]3)=[O:21])=[O:37])[CH2:39][CH2:40]2)[CH2:50][CH2:49][C:48]2[CH:51]=[CH:52][CH:53]=[CH:54][C:47]=2[NH:46]1. The catalyst class is: 33. (7) Reactant: [CH2:1]([OH:3])[CH3:2].[C:4]([OH:10])(=[O:9])[C:5](C)(C)C.O.[C:12]1(C)C=CC(S(O)(=O)=O)=C[CH:13]=1.C(N(CC)CC)C. Product: [C:1]([CH2:5][C:4]([O:10][CH2:12][CH3:13])=[O:9])(=[O:3])[CH3:2]. The catalyst class is: 11.